This data is from Reaction yield outcomes from USPTO patents with 853,638 reactions. The task is: Predict the reaction yield, written as a fraction of the theoretical maximum amount of product (1.0 means a 100% yield; for example, 0.34 means a 34% yield). (1) The reactants are C[O:2][C:3]([C:5]1[N:6]=[C:7]([NH:10][C:11]([O:13][C:14]([CH3:17])([CH3:16])[CH3:15])=[O:12])[S:8][CH:9]=1)=[O:4].O.O.[OH-].[Li+]. The catalyst is O1CCCC1. The product is [C:14]([O:13][C:11]([NH:10][C:7]1[S:8][CH:9]=[C:5]([C:3]([OH:4])=[O:2])[N:6]=1)=[O:12])([CH3:17])([CH3:15])[CH3:16]. The yield is 0.710. (2) The reactants are [C:1]1([CH3:7])[CH:6]=[CH:5][CH:4]=[CH:3][CH:2]=1.C(O[O:13][C:14]([CH3:17])(C)C)(C)(C)C.[C]=O.[CH2:20]([OH:22])C. The catalyst is [Cu](F)F.CC1(C)C2C(=C(P(C3C=CC=CC=3)C3C=CC=CC=3)C=CC=2)OC2C(P(C3C=CC=CC=3)C3C=CC=CC=3)=CC=CC1=2. The product is [C:1]1([CH2:7][C:20]([O:13][CH2:14][CH3:17])=[O:22])[CH:6]=[CH:5][CH:4]=[CH:3][CH:2]=1. The yield is 0.150.